Dataset: Reaction yield outcomes from USPTO patents with 853,638 reactions. Task: Predict the reaction yield, written as a fraction of the theoretical maximum amount of product (1.0 means a 100% yield; for example, 0.34 means a 34% yield). (1) The reactants are [OH-:1].[Na+].[CH3:3][NH:4][C:5]([N:7]1[C:15]2[C:10](=[CH:11][C:12]([O:16][C:17]3[CH:22]=[CH:21][N:20]=[C:19]([N:23]([C:33]([O:35]C4C=CC=CC=4)=O)C(=O)OC4C=CC=CC=4)[CH:18]=3)=[CH:13][CH:14]=2)[CH:9]=[CH:8]1)=[O:6].[OH-:42].[Li+].Cl. The catalyst is CN(C)C=O.O1CCCC1.CO.O. The product is [CH3:3][NH:4][C:5]([N:7]1[C:15]2[C:10](=[CH:11][C:12]([O:16][C:17]3[CH:22]=[CH:21][N:20]=[C:19]([NH:23][C:33](=[O:35])[NH:7][CH2:8][CH2:9][C:10]([OH:42])=[O:1])[CH:18]=3)=[CH:13][CH:14]=2)[CH:9]=[CH:8]1)=[O:6]. The yield is 0.660. (2) The reactants are [Cl:1][C:2]1[CH:7]=[CH:6][N:5]=[C:4]([NH2:8])[C:3]=1[I:9].[N+:10]([O-])([O-:12])=[O:11].[K+].[OH-].[NH4+]. The catalyst is OS(O)(=O)=O. The product is [Cl:1][C:2]1[C:7]([N+:10]([O-:12])=[O:11])=[CH:6][N:5]=[C:4]([NH2:8])[C:3]=1[I:9]. The yield is 0.290. (3) The reactants are [CH3:1][C:2]1[CH:8]=[CH:7][C:5](N)=[CH:4][C:3]=1[S:9][CH2:10][C:11]([F:14])([F:13])[F:12].N([O-])=[O:16].[Na+].CCCCCC.C(OCC)(=O)C. The catalyst is O.S(=O)(=O)(O)O.S([O-])([O-])(=O)=O.[Cu+2]. The product is [CH3:1][C:2]1[CH:8]=[CH:7][C:5]([OH:16])=[CH:4][C:3]=1[S:9][CH2:10][C:11]([F:14])([F:13])[F:12]. The yield is 0.380.